From a dataset of Full USPTO retrosynthesis dataset with 1.9M reactions from patents (1976-2016). Predict the reactants needed to synthesize the given product. (1) Given the product [OH:30][CH:29]([C:25]1[CH:26]=[C:27]2[C:22](=[CH:23][CH:24]=1)[C:21](=[O:32])[O:20][C@H:19]([CH3:18])[CH2:28]2)[CH2:31][N:7]1[CH2:8][CH2:9][C:4]2([CH2:3][N:2]([C:10]3[CH:17]=[CH:16][C:13]([C:14]#[N:15])=[CH:12][N:11]=3)[CH2:1]2)[CH2:5][CH2:6]1, predict the reactants needed to synthesize it. The reactants are: [CH2:1]1[C:4]2([CH2:9][CH2:8][NH:7][CH2:6][CH2:5]2)[CH2:3][N:2]1[C:10]1[CH:17]=[CH:16][C:13]([C:14]#[N:15])=[CH:12][N:11]=1.[CH3:18][C@@H:19]1[CH2:28][C:27]2[C:22](=[CH:23][CH:24]=[C:25]([CH:29]3[CH2:31][O:30]3)[CH:26]=2)[C:21](=[O:32])[O:20]1. (2) Given the product [C:20]([O:24][C:25](=[O:39])[C:26]([CH3:27])([O:28][C:29]1[CH:37]=[CH:36][C:32]([C:33]([O:1][CH2:2][C:3]2[N:7]([CH2:8][CH2:9][CH3:10])[C:6](=[O:11])[N:5]([CH2:12][C:13]3[CH:18]=[CH:17][C:16]([CH3:19])=[CH:15][CH:14]=3)[N:4]=2)=[O:34])=[CH:31][CH:30]=1)[CH3:38])([CH3:21])([CH3:22])[CH3:23], predict the reactants needed to synthesize it. The reactants are: [OH:1][CH2:2][C:3]1[N:7]([CH2:8][CH2:9][CH3:10])[C:6](=[O:11])[N:5]([CH2:12][C:13]2[CH:18]=[CH:17][C:16]([CH3:19])=[CH:15][CH:14]=2)[N:4]=1.[C:20]([O:24][C:25](=[O:39])[C:26]([CH3:38])([O:28][C:29]1[CH:37]=[CH:36][C:32]([C:33](O)=[O:34])=[CH:31][CH:30]=1)[CH3:27])([CH3:23])([CH3:22])[CH3:21].C(Cl)CCl. (3) Given the product [CH3:14][CH:15]([CH3:33])[CH2:16][CH2:17][NH:18][C:19]([C:21]1[N:22]=[N:23][C:24]([N:27]2[CH2:32][CH2:31][N:30]([CH2:7][C:6]3[CH:9]=[C:2]([F:1])[CH:3]=[CH:4][C:5]=3[C:10]([F:13])([F:12])[F:11])[CH2:29][CH2:28]2)=[CH:25][CH:26]=1)=[O:20], predict the reactants needed to synthesize it. The reactants are: [F:1][C:2]1[CH:3]=[CH:4][C:5]([C:10]([F:13])([F:12])[F:11])=[C:6]([CH:9]=1)[CH2:7]Cl.[CH3:14][CH:15]([CH3:33])[CH2:16][CH2:17][NH:18][C:19]([C:21]1[N:22]=[N:23][C:24]([N:27]2[CH2:32][CH2:31][NH:30][CH2:29][CH2:28]2)=[CH:25][CH:26]=1)=[O:20]. (4) Given the product [CH:18]1([N:7]([CH:1]2[CH2:6][CH2:5][CH2:4][CH2:3][CH2:2]2)[C:8]([NH:10][C:11]2[S:12][C:13]([CH2:16][N:28]3[CH2:33][CH2:32][O:31][CH2:30][CH2:29]3)=[CH:14][N:15]=2)=[O:9])[CH2:19][CH2:20][CH2:21][CH2:22][CH2:23]1, predict the reactants needed to synthesize it. The reactants are: [CH:1]1([N:7]([CH:18]2[CH2:23][CH2:22][CH2:21][CH2:20][CH2:19]2)[C:8]([NH:10][C:11]2[S:12][C:13]([CH:16]=O)=[CH:14][N:15]=2)=[O:9])[CH2:6][CH2:5][CH2:4][CH2:3][CH2:2]1.C(O)(=O)C.[NH:28]1[CH2:33][CH2:32][O:31][CH2:30][CH2:29]1.C(O[BH-](OC(=O)C)OC(=O)C)(=O)C.[Na+]. (5) Given the product [C:1]([O:5][N:6]=[C:7]1[C:16]2[C:11](=[CH:12][CH:13]=[C:14]([O:17][CH:36]3[CH2:37][CH2:38][N:33]([C:28]4[N:27]=[CH:32][CH:31]=[CH:30][N:29]=4)[CH2:34][CH2:35]3)[CH:15]=2)[O:10][C:9]([C:18]2[N:23]=[CH:22][C:21]3[CH:24]=[CH:25][S:26][C:20]=3[CH:19]=2)=[CH:8]1)([CH3:4])([CH3:2])[CH3:3], predict the reactants needed to synthesize it. The reactants are: [C:1]([O:5][N:6]=[C:7]1[C:16]2[C:11](=[CH:12][CH:13]=[C:14]([OH:17])[CH:15]=2)[O:10][C:9]([C:18]2[N:23]=[CH:22][C:21]3[CH:24]=[CH:25][S:26][C:20]=3[CH:19]=2)=[CH:8]1)([CH3:4])([CH3:3])[CH3:2].[N:27]1[CH:32]=[CH:31][CH:30]=[N:29][C:28]=1[N:33]1[CH2:38][CH2:37][CH:36](OS(C)(=O)=O)[CH2:35][CH2:34]1.